Dataset: NCI-60 drug combinations with 297,098 pairs across 59 cell lines. Task: Regression. Given two drug SMILES strings and cell line genomic features, predict the synergy score measuring deviation from expected non-interaction effect. (1) Drug 1: CCC1=C2CN3C(=CC4=C(C3=O)COC(=O)C4(CC)O)C2=NC5=C1C=C(C=C5)O. Drug 2: C1CN(P(=O)(OC1)NCCCl)CCCl. Cell line: MALME-3M. Synergy scores: CSS=5.93, Synergy_ZIP=-3.76, Synergy_Bliss=-3.06, Synergy_Loewe=-18.6, Synergy_HSA=-3.66. (2) Drug 1: C1=CC(=C2C(=C1NCCNCCO)C(=O)C3=C(C=CC(=C3C2=O)O)O)NCCNCCO. Drug 2: CN(C(=O)NC(C=O)C(C(C(CO)O)O)O)N=O. Cell line: SF-539. Synergy scores: CSS=47.3, Synergy_ZIP=7.68, Synergy_Bliss=7.76, Synergy_Loewe=-12.2, Synergy_HSA=8.56. (3) Drug 1: CCN(CC)CCNC(=O)C1=C(NC(=C1C)C=C2C3=C(C=CC(=C3)F)NC2=O)C. Drug 2: CC1=C(C(=O)C2=C(C1=O)N3CC4C(C3(C2COC(=O)N)OC)N4)N. Cell line: SK-MEL-28. Synergy scores: CSS=19.7, Synergy_ZIP=-2.74, Synergy_Bliss=3.58, Synergy_Loewe=-13.0, Synergy_HSA=-1.55. (4) Drug 1: CC(CN1CC(=O)NC(=O)C1)N2CC(=O)NC(=O)C2. Drug 2: C1=C(C(=O)NC(=O)N1)F. Cell line: SK-OV-3. Synergy scores: CSS=30.4, Synergy_ZIP=3.28, Synergy_Bliss=5.08, Synergy_Loewe=3.57, Synergy_HSA=8.50.